Dataset: Full USPTO retrosynthesis dataset with 1.9M reactions from patents (1976-2016). Task: Predict the reactants needed to synthesize the given product. (1) Given the product [CH:27]12[CH2:32][CH:31]1[CH2:30][N:29]([C:11]1[N:10]=[C:9]([NH:8][CH2:7][C:6]3[CH:23]=[CH:24][C:3]([O:2][CH3:1])=[C:4]([CH3:25])[CH:5]=3)[C:14]([C:15]([O:17][CH2:18][CH3:19])=[O:16])=[CH:13][N:12]=1)[CH2:28]2, predict the reactants needed to synthesize it. The reactants are: [CH3:1][O:2][C:3]1[CH:24]=[CH:23][C:6]([CH2:7][NH:8][C:9]2[C:14]([C:15]([O:17][CH2:18][CH3:19])=[O:16])=[CH:13][N:12]=[C:11](S(C)=O)[N:10]=2)=[CH:5][C:4]=1[CH3:25].Cl.[CH:27]12[CH2:32][CH:31]1[CH2:30][NH:29][CH2:28]2.C(N(CC)CC)C.O. (2) Given the product [F:1][C:2]1[CH:11]=[CH:10][C:5]2[C:6](=[O:7])[N:8]([CH3:13])[CH2:9][O:12][C:4]=2[CH:3]=1, predict the reactants needed to synthesize it. The reactants are: [F:1][C:2]1[CH:11]=[CH:10][C:5]([C:6]([NH:8][CH3:9])=[O:7])=[C:4]([OH:12])[CH:3]=1.[C:13](=O)([O-])[O-].[Na+].[Na+]. (3) The reactants are: P(Br)(Br)[Br:2].CN([CH:8]=[O:9])C.[CH3:10][C:11]1([CH3:18])[CH2:16][CH2:15][C:14](=O)[CH2:13][CH2:12]1. Given the product [Br:2][C:14]1[CH2:15][CH2:16][C:11]([CH3:18])([CH3:10])[CH2:12][C:13]=1[CH:8]=[O:9], predict the reactants needed to synthesize it. (4) The reactants are: [F:1][C:2]([F:27])([F:26])[C:3]1[CH:8]=[CH:7][CH:6]=[CH:5][C:4]=1[C:9]1[CH:14]=[CH:13][N:12]2[N:15]=[CH:16][C:17]([NH:18]C(=O)OC(C)(C)C)=[C:11]2[N:10]=1.[ClH:28].O1CCOCC1. Given the product [ClH:28].[F:27][C:2]([F:1])([F:26])[C:3]1[CH:8]=[CH:7][CH:6]=[CH:5][C:4]=1[C:9]1[CH:14]=[CH:13][N:12]2[N:15]=[CH:16][C:17]([NH2:18])=[C:11]2[N:10]=1, predict the reactants needed to synthesize it. (5) Given the product [CH3:7][NH:6][C:5]1[CH:8]=[CH:9][C:2]([B:11]2[O:15][C:14]([CH3:17])([CH3:16])[C:13]([CH3:19])([CH3:18])[O:12]2)=[CH:3][C:4]=1[CH3:10], predict the reactants needed to synthesize it. The reactants are: Br[C:2]1[CH:9]=[CH:8][C:5]([NH:6][CH3:7])=[C:4]([CH3:10])[CH:3]=1.[B:11]1([B:11]2[O:15][C:14]([CH3:17])([CH3:16])[C:13]([CH3:19])([CH3:18])[O:12]2)[O:15][C:14]([CH3:17])([CH3:16])[C:13]([CH3:19])([CH3:18])[O:12]1.